This data is from Catalyst prediction with 721,799 reactions and 888 catalyst types from USPTO. The task is: Predict which catalyst facilitates the given reaction. (1) Reactant: [CH3:1][O:2][C:3](=[O:16])[CH:4]=[CH:5][C:6]1[CH:11]=[CH:10][C:9](Cl)=[C:8]([N+:13]([O-:15])=[O:14])[CH:7]=1.[C:17]([NH:24][CH2:25][CH2:26][NH2:27])([O:19][C:20]([CH3:23])([CH3:22])[CH3:21])=[O:18].C(N(CC)CC)C. Product: [CH3:1][O:2][C:3](=[O:16])[CH:4]=[CH:5][C:6]1[CH:11]=[CH:10][C:9]([NH:27][CH2:26][CH2:25][NH:24][C:17]([O:19][C:20]([CH3:23])([CH3:22])[CH3:21])=[O:18])=[C:8]([N+:13]([O-:15])=[O:14])[CH:7]=1. The catalyst class is: 12. (2) Reactant: [Cl:1][C:2]1[CH:7]=[CH:6][C:5]([C:8]2[C:9](=[O:22])[N:10]([CH2:18][C:19](O)=[O:20])[C:11]3([CH2:17][CH2:16][CH2:15][CH2:14][CH2:13]3)[N:12]=2)=[CH:4][CH:3]=1.C(Cl)(=O)C([Cl:26])=O. Product: [Cl:1][C:2]1[CH:7]=[CH:6][C:5]([C:8]2[C:9](=[O:22])[N:10]([CH2:18][C:19]([Cl:26])=[O:20])[C:11]3([CH2:17][CH2:16][CH2:15][CH2:14][CH2:13]3)[N:12]=2)=[CH:4][CH:3]=1. The catalyst class is: 59. (3) Reactant: C1(S([N:10]2[C:14]3=[N:15][CH:16]=[CH:17][CH:18]=[C:13]3[C:12]([C:19]3[CH:24]=[CH:23][C:22]([O:25][CH3:26])=[C:21]([O:27][CH3:28])[CH:20]=3)=[CH:11]2)(=O)=O)C=CC=CC=1.[OH-].[K+]. Product: [CH3:28][O:27][C:21]1[CH:20]=[C:19]([C:12]2[C:13]3[C:14](=[N:15][CH:16]=[CH:17][CH:18]=3)[NH:10][CH:11]=2)[CH:24]=[CH:23][C:22]=1[O:25][CH3:26]. The catalyst class is: 8. (4) Reactant: C(O[CH:5]1[C:18]2[C:17]3[C:12](=[CH:13][CH:14]=[C:15]([O:19][CH3:20])[CH:16]=3)[N:11]=[CH:10][C:9]=2[O:8][CH:7]([O:21][C:22](=[O:24])[CH3:23])[CH:6]1[C@H:25]1[CH2:30][CH2:29][C@H:28]([NH:31][C:32]([O:34][C:35]([CH3:38])([CH3:37])[CH3:36])=[O:33])[CH2:27][CH2:26]1)(=O)C. Product: [C:35]([O:34][C:32]([NH:31][C@H:28]1[CH2:27][CH2:26][C@H:25]([CH:6]2[CH2:5][C:18]3[C:17]4[C:12](=[CH:13][CH:14]=[C:15]([O:19][CH3:20])[CH:16]=4)[N:11]=[CH:10][C:9]=3[O:8][CH:7]2[O:21][C:22](=[O:24])[CH3:23])[CH2:30][CH2:29]1)=[O:33])([CH3:38])([CH3:36])[CH3:37]. The catalyst class is: 43. (5) Reactant: Br[C:2]1[CH:7]=[CH:6][C:5]([C@@H:8]([N:10]2[CH2:15][CH2:14][C@:13]([CH2:22][C:23]([OH:26])([CH3:25])[CH3:24])([C:16]3[CH:21]=[CH:20][CH:19]=[CH:18][CH:17]=3)[O:12][C:11]2=[O:27])[CH3:9])=[CH:4][CH:3]=1.[O:28]=[C:29]1[NH:34][CH:33]=[C:32](B(O)O)[CH:31]=[CH:30]1.C([O-])([O-])=O.[Cs+].[Cs+]. Product: [OH:26][C:23]([CH3:25])([CH3:24])[CH2:22][C@@:13]1([C:16]2[CH:21]=[CH:20][CH:19]=[CH:18][CH:17]=2)[O:12][C:11](=[O:27])[N:10]([C@H:8]([C:5]2[CH:6]=[CH:7][C:2]([C:32]3[CH:31]=[CH:30][C:29](=[O:28])[NH:34][CH:33]=3)=[CH:3][CH:4]=2)[CH3:9])[CH2:15][CH2:14]1. The catalyst class is: 75.